This data is from Peptide-MHC class I binding affinity with 185,985 pairs from IEDB/IMGT. The task is: Regression. Given a peptide amino acid sequence and an MHC pseudo amino acid sequence, predict their binding affinity value. This is MHC class I binding data. (1) The peptide sequence is NHINVALSL. The MHC is HLA-B38:01 with pseudo-sequence HLA-B38:01. The binding affinity (normalized) is 0.518. (2) The peptide sequence is QQLEADYTF. The MHC is HLA-B27:05 with pseudo-sequence HLA-B27:05. The binding affinity (normalized) is 0.350. (3) The peptide sequence is SILNNPVDT. The MHC is HLA-A02:01 with pseudo-sequence HLA-A02:01. The binding affinity (normalized) is 0.220. (4) The peptide sequence is EMSLADYLY. The MHC is HLA-A02:01 with pseudo-sequence HLA-A02:01. The binding affinity (normalized) is 0.0847. (5) The peptide sequence is KEPVESCPLM. The MHC is HLA-B40:01 with pseudo-sequence HLA-B40:01. The binding affinity (normalized) is 0.133. (6) The peptide sequence is THKLSLTKL. The MHC is HLA-A03:01 with pseudo-sequence HLA-A03:01. The binding affinity (normalized) is 0.